The task is: Predict the product of the given reaction.. This data is from Forward reaction prediction with 1.9M reactions from USPTO patents (1976-2016). (1) Given the reactants Br[C:2]1[CH:11]=[CH:10][C:9]2[C:4](=[CH:5][CH:6]=[C:7]([Br:12])[CH:8]=2)[CH:3]=1.[C:13]1([C:22]2[CH:27]=[CH:26][CH:25]=[CH:24][CH:23]=2)[CH:18]=[CH:17][CH:16]=[C:15](B(O)O)[CH:14]=1.C(=O)([O-])[O-].[Na+].[Na+], predict the reaction product. The product is: [C:13]1([C:22]2[CH:23]=[CH:24][CH:25]=[CH:26][CH:27]=2)[CH:18]=[CH:17][CH:16]=[C:15]([C:2]2[CH:11]=[CH:10][C:9]3[C:4](=[CH:5][CH:6]=[C:7]([Br:12])[CH:8]=3)[CH:3]=2)[CH:14]=1. (2) Given the reactants C([O:3][C:4]([C:6]1[CH:7]=[C:8]2[C:13](=[CH:14][CH:15]=1)[NH:12][CH:11]([C:16]1[CH:21]=[CH:20][CH:19]=[C:18]([N:22]3[C:26]([CH2:27][C:28]4[CH:33]=[CH:32][CH:31]=[CH:30][CH:29]=4)=[N:25][N:24]=[N:23]3)[CH:17]=1)[C:10]([CH3:35])([CH3:34])[CH2:9]2)=[O:5])C.[OH-].[Na+].Cl, predict the reaction product. The product is: [CH2:27]([C:26]1[N:22]([C:18]2[CH:17]=[C:16]([CH:11]3[C:10]([CH3:35])([CH3:34])[CH2:9][C:8]4[C:13](=[CH:14][CH:15]=[C:6]([C:4]([OH:5])=[O:3])[CH:7]=4)[NH:12]3)[CH:21]=[CH:20][CH:19]=2)[N:23]=[N:24][N:25]=1)[C:28]1[CH:29]=[CH:30][CH:31]=[CH:32][CH:33]=1. (3) The product is: [CH2:25]([N:22]([CH2:23][CH3:24])[C:20]([C:19]1[CH:27]=[CH:28][C:16]([CH:9]([N:10]2[CH2:11][CH2:12][N:13]([CH2:34][C:30]3[O:29][CH:33]=[CH:32][CH:31]=3)[CH2:14][CH2:15]2)[C:5]2[CH:4]=[C:3]([CH:8]=[CH:7][CH:6]=2)[C:1]#[N:2])=[CH:17][CH:18]=1)=[O:21])[CH3:26]. Given the reactants [C:1]([C:3]1[CH:4]=[C:5]([CH:9]([C:16]2[CH:28]=[CH:27][C:19]([C:20]([N:22]([CH2:25][CH3:26])[CH2:23][CH3:24])=[O:21])=[CH:18][CH:17]=2)[N:10]2[CH2:15][CH2:14][NH:13][CH2:12][CH2:11]2)[CH:6]=[CH:7][CH:8]=1)#[N:2].[O:29]1[CH:33]=[CH:32][CH:31]=[C:30]1[CH:34]=O.C(O[BH-](OC(=O)C)OC(=O)C)(=O)C.[Na+], predict the reaction product. (4) Given the reactants B(Br)(Br)Br.C[O:6][C:7]1[CH:12]=[CH:11][C:10]([C:13]2[C:14]([C:19]3[CH:24]=[CH:23][C:22]([C:25]#[C:26][C:27]4[CH:36]=[CH:35][C:34]5[C:29](=[CH:30][CH:31]=[CH:32][CH:33]=5)[N:28]=4)=[CH:21][CH:20]=3)=[N:15][N:16]([CH3:18])[CH:17]=2)=[CH:9][CH:8]=1.C([O-])(O)=O.[Na+], predict the reaction product. The product is: [CH3:18][N:16]1[CH:17]=[C:13]([C:10]2[CH:9]=[CH:8][C:7]([OH:6])=[CH:12][CH:11]=2)[C:14]([C:19]2[CH:20]=[CH:21][C:22]([C:25]#[C:26][C:27]3[CH:36]=[CH:35][C:34]4[C:29](=[CH:30][CH:31]=[CH:32][CH:33]=4)[N:28]=3)=[CH:23][CH:24]=2)=[N:15]1. (5) Given the reactants C1(P(C2CCCCC2)C2C=CC=CC=2C2C=CC=CC=2)CCCCC1.[O:26]1[C:30]2([CH2:35][CH2:34][NH:33][CH2:32][CH2:31]2)[O:29][CH2:28][CH2:27]1.Cl[C:37]1[S:41][N:40]=[C:39]([CH3:42])[N:38]=1, predict the reaction product. The product is: [CH3:42][C:39]1[N:38]=[C:37]([N:33]2[CH2:34][CH2:35][C:30]3([O:29][CH2:28][CH2:27][O:26]3)[CH2:31][CH2:32]2)[S:41][N:40]=1. (6) Given the reactants Br[C:2]1[CH:3]=[C:4]2[C:9](=[CH:10][CH:11]=1)[N:8]=[CH:7][C:6]([C:12]([CH:14]1[CH2:16][CH2:15]1)=[O:13])=[C:5]2[NH:17][C:18]1[CH:19]=[N:20][C:21]([O:24][CH2:25][CH2:26][N:27]([CH3:29])[CH3:28])=[CH:22][CH:23]=1.[Cl:30][C:31]1[CH:36]=[C:35](B2OC(C)(C)C(C)(C)O2)[CH:34]=[C:33]([F:46])[C:32]=1[OH:47], predict the reaction product. The product is: [Cl:30][C:31]1[CH:36]=[C:35]([C:2]2[CH:3]=[C:4]3[C:9](=[CH:10][CH:11]=2)[N:8]=[CH:7][C:6]([C:12]([CH:14]2[CH2:15][CH2:16]2)=[O:13])=[C:5]3[NH:17][C:18]2[CH:19]=[N:20][C:21]([O:24][CH2:25][CH2:26][N:27]([CH3:29])[CH3:28])=[CH:22][CH:23]=2)[CH:34]=[C:33]([F:46])[C:32]=1[OH:47]. (7) The product is: [Br:16][C:13]1[CH:14]=[CH:15][C:10](/[CH:9]=[CH:39]/[C@H:30]2[C@H:29]([CH3:41])[C:28]([F:27])([F:42])[CH2:36][C@@H:35]3[C@H:31]2[C@@H:32]([CH3:38])[O:33][C:34]3=[O:37])=[N:11][CH:12]=1. Given the reactants C(OP([CH2:9][C:10]1[CH:15]=[CH:14][C:13]([Br:16])=[CH:12][N:11]=1)(=O)OCC)C.[Li+].C[Si]([N-][Si](C)(C)C)(C)C.[F:27][C:28]1([F:42])[CH2:36][C@@H:35]2[C@@H:31]([C@@H:32]([CH3:38])[O:33][C:34]2=[O:37])[C@@H:30]([CH:39]=O)[C@@H:29]1[CH3:41], predict the reaction product. (8) Given the reactants Cl[C:2]1[C:3]2[S:10][CH:9]=[CH:8][C:4]=2[N:5]=[CH:6][N:7]=1.[F:11][C:12]1[C:20]([OH:21])=[CH:19][CH:18]=[C:17]2[C:13]=1[CH:14]=[C:15]([CH3:22])[NH:16]2, predict the reaction product. The product is: [F:11][C:12]1[C:20]([O:21][C:2]2[C:3]3[S:10][CH:9]=[CH:8][C:4]=3[N:5]=[CH:6][N:7]=2)=[CH:19][CH:18]=[C:17]2[C:13]=1[CH:14]=[C:15]([CH3:22])[NH:16]2. (9) The product is: [CH:1]1([CH:7]([O:27][CH3:28])[C:8]2[CH:22]=[CH:21][C:20]([C:23]([F:26])([F:25])[F:24])=[CH:19][C:9]=2[CH2:10][OH:11])[CH2:2][CH2:3][CH2:4][CH2:5][CH2:6]1. Given the reactants [CH:1]1([CH:7]([O:27][CH3:28])[C:8]2[CH:22]=[CH:21][C:20]([C:23]([F:26])([F:25])[F:24])=[CH:19][C:9]=2[CH2:10][O:11][Si](C(C)(C)C)(C)C)[CH2:6][CH2:5][CH2:4][CH2:3][CH2:2]1.CCCC[N+](CCCC)(CCCC)CCCC.[F-].O, predict the reaction product. (10) The product is: [Cl:3][C:4]1[CH:5]=[C:6]([C:11]([C@H:13]2[CH2:15][C@@H:14]2[C:16]([OH:18])=[O:17])=[O:12])[CH:7]=[CH:8][C:9]=1[F:10]. Given the reactants [OH-].[Na+].[Cl:3][C:4]1[CH:5]=[C:6]([C:11]([C@H:13]2[CH2:15][C@@H:14]2[C:16]([O:18]C)=[O:17])=[O:12])[CH:7]=[CH:8][C:9]=1[F:10], predict the reaction product.